This data is from Reaction yield outcomes from USPTO patents with 853,638 reactions. The task is: Predict the reaction yield, written as a fraction of the theoretical maximum amount of product (1.0 means a 100% yield; for example, 0.34 means a 34% yield). (1) The reactants are [F:1][C:2]([F:26])([F:25])[C:3]1[N:7]2[N:8]=[C:9]([N:12]3[CH2:17][CH2:16][CH:15]([CH2:18][O:19][CH2:20][C:21](OC)=[O:22])[CH2:14][CH2:13]3)[CH:10]=[CH:11][C:6]2=[N:5][N:4]=1.CO.[CH3:29][NH:30][CH3:31]. No catalyst specified. The product is [CH3:29][N:30]([CH3:31])[C:21](=[O:22])[CH2:20][O:19][CH2:18][CH:15]1[CH2:14][CH2:13][N:12]([C:9]2[CH:10]=[CH:11][C:6]3[N:7]([C:3]([C:2]([F:25])([F:26])[F:1])=[N:4][N:5]=3)[N:8]=2)[CH2:17][CH2:16]1. The yield is 0.488. (2) The reactants are [F:1][C:2]([F:26])([F:25])[CH:3]([C:16]1[CH:21]=[C:20]([Cl:22])[C:19]([Cl:23])=[C:18]([Cl:24])[CH:17]=1)/[CH:4]=[CH:5]/[C:6]1[CH:7]=[C:8]2[C:12](=[CH:13][CH:14]=1)[CH:11]([NH2:15])[CH2:10][CH2:9]2.[F:27][C:28]([F:34])([F:33])[CH2:29][C:30](O)=[O:31].CCN=C=NCCCN(C)C.Cl.C1C=CC2N(O)N=NC=2C=1.O.CCN(C(C)C)C(C)C. The catalyst is C(Cl)Cl. The product is [F:27][C:28]([F:34])([F:33])[CH2:29][C:30]([NH:15][CH:11]1[C:12]2[C:8](=[CH:7][C:6](/[CH:5]=[CH:4]/[CH:3]([C:16]3[CH:17]=[C:18]([Cl:24])[C:19]([Cl:23])=[C:20]([Cl:22])[CH:21]=3)[C:2]([F:1])([F:25])[F:26])=[CH:14][CH:13]=2)[CH2:9][CH2:10]1)=[O:31]. The yield is 0.650. (3) The reactants are C([O:8][C:9]1[C:14]2[CH:15]=[C:16]([C:18]3[N:19]=[C:20]4[N:24]([CH:25]=3)[N:23]=[C:22]([O:26][CH3:27])[S:21]4)[O:17][C:13]=2[CH:12]=[C:11]([Cl:28])[CH:10]=1)C1C=CC=CC=1.CC1C(C)=C(C)C(C)=C(C)C=1.B(Cl)(Cl)Cl.C([O-])(O)=O.[Na+]. The catalyst is C(Cl)Cl.O. The yield is 0.664. The product is [Cl:28][C:11]1[CH:12]=[C:13]2[O:17][C:16]([C:18]3[N:19]=[C:20]4[N:24]([CH:25]=3)[N:23]=[C:22]([O:26][CH3:27])[S:21]4)=[CH:15][C:14]2=[C:9]([OH:8])[CH:10]=1. (4) The reactants are [NH2:1][C:2]1[S:3][C:4]2[C:10]([C:11]3[CH:16]=[CH:15][CH:14]=[CH:13][CH:12]=3)=[CH:9][CH:8]=[C:7]([O:17][CH3:18])[C:5]=2[N:6]=1.[C:19](Cl)(=[O:26])[C:20]1[CH:25]=[CH:24][CH:23]=[CH:22][CH:21]=1.Cl. The catalyst is N1C=CC=CC=1. The product is [CH3:18][O:17][C:7]1[C:5]2[N:6]=[C:2]([NH:1][C:19](=[O:26])[C:20]3[CH:25]=[CH:24][CH:23]=[CH:22][CH:21]=3)[S:3][C:4]=2[C:10]([C:11]2[CH:16]=[CH:15][CH:14]=[CH:13][CH:12]=2)=[CH:9][CH:8]=1. The yield is 0.690. (5) The reactants are I[C:2]1[C:10]2[C:5](=[N:6][CH:7]=[N:8][C:9]=2[NH2:11])[NH:4][N:3]=1.[F:12][C:13]1[CH:18]=[CH:17][C:16](B(O)O)=[C:15]([O:22][CH3:23])[CH:14]=1.C(=O)([O-])[O-].[Na+].[Na+].ClCCl. The catalyst is CN(C=O)C.C(O)C.O. The product is [F:12][C:13]1[CH:18]=[CH:17][C:16]([C:2]2[C:10]3[C:5](=[N:6][CH:7]=[N:8][C:9]=3[NH2:11])[NH:4][N:3]=2)=[C:15]([O:22][CH3:23])[CH:14]=1. The yield is 0.350.